From a dataset of Experimentally validated miRNA-target interactions with 360,000+ pairs, plus equal number of negative samples. Binary Classification. Given a miRNA mature sequence and a target amino acid sequence, predict their likelihood of interaction. (1) The miRNA is hsa-miR-497-5p with sequence CAGCAGCACACUGUGGUUUGU. The protein sequence of the target gene is MGVIGIQLVVTMVMASVMQKIIPHYSLARWLLCNGSLRWYQHPTEEELRILAGKQQKGKTKKDRKYNGHIESKPLTIPKDIDLHLETKSVTEVDTLALHYFPEYQWLVDFTVAATVVYLVTEVYYNFMKPTQEMNISLVWCLLVLSFAIKVLFSLTTHYFKVEDGGERSVCVTFGFFFFVKAMAVLIVTENYLEFGLETGFTNFSDSAMQFLEKQGLESQSPVSKLTFKFFLAIFCSFIGAFLTFPGLRLAQMHLDALNLATEKITQTLLHINFLAPLFMVLLWVKPITKDYIMNPPLGK.... Result: 1 (interaction). (2) Result: 0 (no interaction). The miRNA is hsa-miR-541-5p with sequence AAAGGAUUCUGCUGUCGGUCCCACU. The protein sequence of the target gene is MDEQSQGMQGPPVTQFQPQKALRPDMGYNTLANFRIEKKIGRGQFSEVYRASCLLDGVPVALKKVQIFDLMDAKARADCIKEIDLLKQLNHPNVIKYYASFIEDNELNIVLELADAGDLSRMIKHFKKQKRLIPERTVWKYFVQLCSALDHMHSRRVMHRDIKPANVFITATGVVKLGDLGLGRFFSSKTTAAHSLVGTPYYMSPERIHENGYNFKSDIWSLGCLLYEMAALQSPFYGDKMNLYSLCKKIEQCDYPPLPSDHYSEELRQLVNICINPDPEKRPDIAYVYDVAKRMHACTA.... (3) The miRNA is hsa-miR-4266 with sequence CUAGGAGGCCUUGGCC. The protein sequence of the target gene is MRLLGAAAVAALGRGRAPASLGWQRKQVNWKACRWSSSGVIPNEKIRNIGISAHIDSGKTTLTERVLYYTGRIAKMHEVKGKDGVGAVMDSMELERQRGITIQSAATYTMWKDVNINIIDTPGHVDFTIEVERALRVLDGAVLVLCAVGGVQCQTMTVNRQMKRYNVPFLTFINKLDRMGSNPARALQQMRSKLNHNAAFMQIPMGLEGNFKGIVDLIEERAIYFDGDFGQIVRYGEIPAELRAAATDHRQELIECVANSDEQLGEMFLEEKIPSISDLKLAIRRATLKRSFTPVFLGSA.... Result: 0 (no interaction). (4) The miRNA is hsa-miR-3622b-5p with sequence AGGCAUGGGAGGUCAGGUGA. The protein sequence of the target gene is MLLRDLVLRRGCCWSSLLLHCALHPLWGFVQVTHGEPQKSCSKVTDSCRHVCQCRPPPPLPPPPPPPPPPRLLSAPAPNSTSCPTEESWWSGLVIIIAVCCASLVFLTVLVIICYKAIKRKPLRKDENGTSVAEYPMSASQSNKGVDVNNAVV. Result: 0 (no interaction). (5) The miRNA is hsa-miR-7978 with sequence UCUGGUGUAUAGCGUUGCUCA. The protein sequence of the target gene is MSKAHKPWPYRRRSQFSSRKYLKKEMNSFQQQPPPFGTVPPQMMFPPNWQGAEKDAAFLAKDFNFLTLNNQPPPGNRSQPRAMGPENNLYSQYEQKVRPCIDLIDSLRALGVEQDLALPAIAVIGDQSSGKSSVLEALSGVALPRGSGIVTRCPLVLKLKKQPCEAWAGRISYRNTELELQDPGQVEKEIHKAQNVMAGNGRGISHELISLEITSPEVPDLTIIDLPGITRVAVDNQPRDIGLQIKALIKKYIQRQQTINLVVVPCNVDIATTEALSMAHEVDPEGDRTIGILTKPDLMD.... Result: 0 (no interaction).